Dataset: Full USPTO retrosynthesis dataset with 1.9M reactions from patents (1976-2016). Task: Predict the reactants needed to synthesize the given product. (1) Given the product [O:21]=[C:15]1[CH:14]([N:7]2[C:6](=[O:22])[C:5]3[C:9](=[CH:10][CH:11]=[CH:12][C:4]=3[CH2:3][NH:2][C:26]([NH:25][CH2:23][CH3:24])=[O:27])[C:8]2=[O:13])[CH2:19][CH2:18][C:17](=[O:20])[NH:16]1, predict the reactants needed to synthesize it. The reactants are: Cl.[NH2:2][CH2:3][C:4]1[CH:12]=[CH:11][CH:10]=[C:9]2[C:5]=1[C:6](=[O:22])[N:7]([CH:14]1[CH2:19][CH2:18][C:17](=[O:20])[NH:16][C:15]1=[O:21])[C:8]2=[O:13].[CH2:23]([N:25]=[C:26]=[O:27])[CH3:24]. (2) Given the product [CH:2]([C:3]1[CH:4]=[CH:5][C:6]([CH:9]2[CH2:14][N:13]([C:15]([O:17][C:18]([CH3:20])([CH3:21])[CH3:19])=[O:16])[CH2:12][CH2:11][N:10]2[C:22]([O:24][C:25]([CH3:28])([CH3:27])[CH3:26])=[O:23])=[CH:7][CH:8]=1)=[O:1], predict the reactants needed to synthesize it. The reactants are: [OH:1][CH2:2][C:3]1[CH:8]=[CH:7][C:6]([CH:9]2[CH2:14][N:13]([C:15]([O:17][C:18]([CH3:21])([CH3:20])[CH3:19])=[O:16])[CH2:12][CH2:11][N:10]2[C:22]([O:24][C:25]([CH3:28])([CH3:27])[CH3:26])=[O:23])=[CH:5][CH:4]=1. (3) Given the product [CH2:20]([O:22][C:23](=[O:30])[C@@H:24]1[CH2:28][CH2:27][C@H:26]([CH3:29])[N:25]1[C:10](=[O:11])[CH2:9][CH2:8][CH2:7][C:1]1[CH:6]=[CH:5][CH:4]=[CH:3][CH:2]=1)[CH3:21], predict the reactants needed to synthesize it. The reactants are: [C:1]1([CH2:7][CH2:8][CH2:9][C:10](Cl)=[O:11])[CH:6]=[CH:5][CH:4]=[CH:3][CH:2]=1.FC(F)(F)C(O)=O.[CH2:20]([O:22][C:23](=[O:30])[C@@H:24]1[CH2:28][CH2:27][C@H:26]([CH3:29])[NH:25]1)[CH3:21].C(N(CC)CC)C.